From a dataset of Catalyst prediction with 721,799 reactions and 888 catalyst types from USPTO. Predict which catalyst facilitates the given reaction. Product: [Si:5]([O:6][CH2:7][C:8]#[C:9][C:20]([C:21]1[CH:26]=[CH:25][CH:24]=[CH:23][CH:22]=1)=[O:27])([C:1]([CH3:3])([CH3:4])[CH3:2])([CH3:10])[CH3:11]. Reactant: [C:1]([Si:5]([CH3:11])([CH3:10])[O:6][CH2:7][C:8]#[CH:9])([CH3:4])([CH3:3])[CH3:2].[Li+].CCC[CH2-].CON(C)[C:20](=[O:27])[C:21]1[CH:26]=[CH:25][CH:24]=[CH:23][CH:22]=1.Cl. The catalyst class is: 1.